Predict which catalyst facilitates the given reaction. From a dataset of Catalyst prediction with 721,799 reactions and 888 catalyst types from USPTO. (1) The catalyst class is: 5. Reactant: [CH2:1]=O.[CH3:3][CH:4]1[CH2:9][NH:8][CH2:7][CH2:6][N:5]1[C:10]([O:12][C:13]([CH3:16])([CH3:15])[CH3:14])=[O:11].[F:17][C:18]([F:28])([F:27])[C:19]1[CH:24]=[CH:23][C:22]([N+:25]#[C-:26])=[CH:21][CH:20]=1.C[Si]([N:33]=[N+:34]=[N-:35])(C)C. Product: [CH3:3][CH:4]1[CH2:9][N:8]([CH2:1][C:26]2[N:25]([C:22]3[CH:21]=[CH:20][C:19]([C:18]([F:27])([F:28])[F:17])=[CH:24][CH:23]=3)[N:35]=[N:34][N:33]=2)[CH2:7][CH2:6][N:5]1[C:10]([O:12][C:13]([CH3:15])([CH3:14])[CH3:16])=[O:11]. (2) Reactant: [C:1]1([CH3:10])[CH:6]=[CH:5][C:4]([NH:7][CH:8]=O)=[CH:3][CH:2]=1.[Cl:11][C:12]1[C:17]([F:18])=[C:16]([Cl:19])[N:15]=C(S(C)(=O)=O)[N:13]=1.[OH-].[Na+]. Product: [Cl:11][C:12]1[C:17]([F:18])=[C:16]([Cl:19])[N:15]=[C:8]([NH:7][C:4]2[CH:5]=[CH:6][C:1]([CH3:10])=[CH:2][CH:3]=2)[N:13]=1. The catalyst class is: 49. (3) Reactant: O.[OH:2][C@H:3]1[O:22][C@H:21]([CH2:23][OH:24])[C@@H:8]([O:9][C@@H:10]2[O:18][C@H:17]([CH2:19][OH:20])[C@H:15]([OH:16])[C@H:13]([OH:14])[C@H:11]2[OH:12])[C@H:6]([OH:7])[C@H:4]1[OH:5]. Product: [OH:2][CH:3]1[O:22][C@H:21]([CH2:23][OH:24])[C@@H:8]([O:9][C@@H:10]2[O:18][C@H:17]([CH2:19][OH:20])[C@H:15]([OH:16])[C@H:13]([OH:14])[C@H:11]2[OH:12])[C@H:6]([OH:7])[C@H:4]1[OH:5]. The catalyst class is: 6. (4) Reactant: CC(OI1(OC(C)=O)(OC(C)=O)OC(=O)C2C=CC=CC1=2)=O.[CH:23]1([CH2:29][C@H:30]([NH:52][C:53]([C:55]2[O:56][CH:57]=[CH:58][CH:59]=2)=[O:54])[C:31](=[O:51])[NH:32][C@H:33]2[CH2:39][CH2:38][C@@H:37]([CH3:40])[N:36]([S:41]([C:44]3[CH:49]=[CH:48][CH:47]=[CH:46][N:45]=3)(=[O:43])=[O:42])[CH2:35][C@@H:34]2[OH:50])[CH2:28][CH2:27][CH2:26][CH2:25][CH2:24]1. Product: [CH:23]1([CH2:29][C@H:30]([NH:52][C:53]([C:55]2[O:56][CH:57]=[CH:58][CH:59]=2)=[O:54])[C:31](=[O:51])[NH:32][C@H:33]2[CH2:39][CH2:38][C@@H:37]([CH3:40])[N:36]([S:41]([C:44]3[CH:49]=[CH:48][CH:47]=[CH:46][N:45]=3)(=[O:43])=[O:42])[CH2:35][C:34]2=[O:50])[CH2:28][CH2:27][CH2:26][CH2:25][CH2:24]1. The catalyst class is: 2. (5) Reactant: [Cl:1][C:2]1[N:7]=[C:6]([C:8]([O:10][CH3:11])=[O:9])[CH:5]=[C:4](Cl)[N:3]=1.Cl.CN.C[CH2:17][N:18](C(C)C)C(C)C. Product: [Cl:1][C:2]1[N:7]=[C:6]([C:8]([O:10][CH3:11])=[O:9])[CH:5]=[C:4]([NH:18][CH3:17])[N:3]=1. The catalyst class is: 2.